Task: Regression. Given a peptide amino acid sequence and an MHC pseudo amino acid sequence, predict their binding affinity value. This is MHC class I binding data.. Dataset: Peptide-MHC class I binding affinity with 185,985 pairs from IEDB/IMGT (1) The peptide sequence is PYENVLYKL. The MHC is HLA-A24:02 with pseudo-sequence HLA-A24:02. The binding affinity (normalized) is 0.420. (2) The peptide sequence is GVTLFFLSGR. The MHC is HLA-A33:01 with pseudo-sequence HLA-A33:01. The binding affinity (normalized) is 0.628. (3) The peptide sequence is SIKNLVSQF. The MHC is HLA-B15:01 with pseudo-sequence HLA-B15:01. The binding affinity (normalized) is 0.703. (4) The peptide sequence is DITNILGGV. The MHC is HLA-A02:01 with pseudo-sequence HLA-A02:01. The binding affinity (normalized) is 0.137. (5) The peptide sequence is TALLSCIRNA. The MHC is HLA-A02:03 with pseudo-sequence HLA-A02:03. The binding affinity (normalized) is 0.875. (6) The MHC is HLA-A02:03 with pseudo-sequence HLA-A02:03. The binding affinity (normalized) is 0.379. The peptide sequence is FSFPQITLW. (7) The peptide sequence is PLALEGSLQK. The MHC is HLA-B51:01 with pseudo-sequence HLA-B51:01. The binding affinity (normalized) is 0. (8) The peptide sequence is DIRQDVIAM. The MHC is HLA-B40:01 with pseudo-sequence HLA-B40:01. The binding affinity (normalized) is 0.0847.